Dataset: Forward reaction prediction with 1.9M reactions from USPTO patents (1976-2016). Task: Predict the product of the given reaction. (1) Given the reactants [NH:1]1[C:5]([C:6]2[CH:11]=[CH:10][CH:9]=[CH:8][C:7]=2[NH:12]C(=O)OC(C)(C)C)=[CH:4][N:3]=[CH:2]1.[ClH:20], predict the reaction product. The product is: [Cl-:20].[NH3+:12][C:7]1[CH:8]=[CH:9][CH:10]=[CH:11][C:6]=1[C:5]1[N:1]=[CH:2][NH2+:3][CH:4]=1.[Cl-:20]. (2) Given the reactants [N:1]([CH2:4][C:5]1[C:13]([C:14]#N)=[CH:12][C:8](C(O)=O)=[C:7]([O:16][CH2:17][CH3:18])[CH:6]=1)=[N+:2]=[N-:3].C([N:21]([CH2:24][CH3:25])CC)C.ClC(OCC)=[O:28].N, predict the reaction product. The product is: [N:1]([CH2:4][C:5]1[C:13]([C:12]#[CH:8])=[CH:14][C:25]([C:24]([NH2:21])=[O:28])=[C:7]([O:16][CH2:17][CH3:18])[CH:6]=1)=[N+:2]=[N-:3]. (3) Given the reactants [CH:1]1([CH2:4][O:5][C:6]2[N:11]=[C:10]([C:12]([OH:14])=O)[CH:9]=[CH:8][C:7]=2[C:15]2([OH:19])[CH2:18][CH2:17][CH2:16]2)[CH2:3][CH2:2]1.Cl.[O:21]=[S:22]1(=[O:30])[CH2:26][CH:25]([C:27]([NH2:29])=[O:28])[NH:24][CH2:23]1, predict the reaction product. The product is: [CH:1]1([CH2:4][O:5][C:6]2[N:11]=[C:10]([C:12]([N:24]3[CH:25]([C:27]([NH2:29])=[O:28])[CH2:26][S:22](=[O:30])(=[O:21])[CH2:23]3)=[O:14])[CH:9]=[CH:8][C:7]=2[C:15]2([OH:19])[CH2:18][CH2:17][CH2:16]2)[CH2:2][CH2:3]1.